Dataset: Forward reaction prediction with 1.9M reactions from USPTO patents (1976-2016). Task: Predict the product of the given reaction. Given the reactants [CH3:1][C:2]1[CH:11]=[CH:10][C:5]([C:6]([O:8][CH3:9])=[O:7])=[C:4]([OH:12])[CH:3]=1.[Br:13]N1C(=O)CCC1=O, predict the reaction product. The product is: [Br:13][CH2:1][C:2]1[CH:11]=[CH:10][C:5]([C:6]([O:8][CH3:9])=[O:7])=[C:4]([OH:12])[CH:3]=1.